The task is: Predict the reactants needed to synthesize the given product.. This data is from Full USPTO retrosynthesis dataset with 1.9M reactions from patents (1976-2016). (1) Given the product [CH3:15][O:16][C:17](=[O:27])[C:18]1[CH:23]=[CH:22][C:21]([OH:24])=[CH:20][C:19]=1[CH3:26], predict the reactants needed to synthesize it. The reactants are: COC(=O)C1C=C(O)C=CC=1CCC.[CH3:15][O:16][C:17](=[O:27])[C:18]1[CH:23]=[CH:22][C:21]([O:24]C)=[CH:20][C:19]=1[CH3:26]. (2) Given the product [OH:21][NH:20][C:3]([C:5]1[S:9][C:8]([N:10]2[CH2:15][CH2:14][N:13]([CH2:16][CH2:17][OH:18])[CH2:12][CH2:11]2)=[N:7][CH:6]=1)=[O:2], predict the reactants needed to synthesize it. The reactants are: C[O:2][C:3]([C:5]1[S:9][C:8]([N:10]2[CH2:15][CH2:14][N:13]([CH2:16][CH2:17][OH:18])[CH2:12][CH2:11]2)=[N:7][CH:6]=1)=O.Cl.[NH2:20][OH:21].C[O-].[Na+].CO.Cl. (3) Given the product [Cl:1][C:2]1[CH:3]=[CH:4][C:5]2[N:6]([CH:10]=[C:11]([CH3:12])[N:8]=2)[N:7]=1, predict the reactants needed to synthesize it. The reactants are: [Cl:1][C:2]1[N:7]=[N:6][C:5]([NH2:8])=[CH:4][CH:3]=1.Cl[CH2:10][C:11](=O)[CH3:12]. (4) Given the product [Cl:15][CH2:14][CH2:7][CH2:6][O:9][Si:2]([CH3:5])([CH3:4])[CH3:3], predict the reactants needed to synthesize it. The reactants are: Cl[Si:2]([CH3:5])([CH3:4])[CH3:3].[CH:6]([O:9]C(C)C)(C)[CH3:7].Cl[CH2:14][Cl:15]. (5) Given the product [C:11]([N:9]1[CH:10]=[C:6]([CH2:5][CH2:4][CH:3]=[O:2])[N:7]=[CH:8]1)([C:24]1[CH:25]=[CH:26][CH:27]=[CH:28][CH:29]=1)([C:18]1[CH:19]=[CH:20][CH:21]=[CH:22][CH:23]=1)[C:12]1[CH:17]=[CH:16][CH:15]=[CH:14][CH:13]=1, predict the reactants needed to synthesize it. The reactants are: C[O:2][C:3](=O)[CH2:4][CH2:5][C:6]1[N:7]=[CH:8][N:9]([C:11]([C:24]2[CH:29]=[CH:28][CH:27]=[CH:26][CH:25]=2)([C:18]2[CH:23]=[CH:22][CH:21]=[CH:20][CH:19]=2)[C:12]2[CH:17]=[CH:16][CH:15]=[CH:14][CH:13]=2)[CH:10]=1.C1(C)C=CC=CC=1.CC(C[AlH]CC(C)C)C.[C@H](O)(C([O-])=O)[C@@H](O)C([O-])=O.[Na+].[K+].